From a dataset of Forward reaction prediction with 1.9M reactions from USPTO patents (1976-2016). Predict the product of the given reaction. (1) Given the reactants C(=O)([O-])[O-].[K+].[K+].C([O:10][CH2:11][C:12]1[N:17]=[N:16][C:15]([O:18][CH3:19])=[C:14]([O:20][CH3:21])[CH:13]=1)(=O)C, predict the reaction product. The product is: [CH3:19][O:18][C:15]1[N:16]=[N:17][C:12]([CH2:11][OH:10])=[CH:13][C:14]=1[O:20][CH3:21]. (2) The product is: [Br:1][C:2]1[CH:3]=[C:4]2[CH2:12][CH2:11][C:10]3[CH:13]=[C:14]([Cl:17])[CH:15]=[CH:16][C:9]=3[C@H:8]([N:18]3[CH2:23][CH2:22][N:21]([C:24]([O:26][C:27]([CH3:29])([CH3:30])[CH3:28])=[O:25])[C@@H:20]([C:31]([N:43]4[CH2:44][CH2:45][CH2:46][CH2:47][CH:42]4[CH2:41][CH2:40][N:35]4[CH:39]=[CH:38][N:37]=[CH:36]4)=[O:32])[CH2:19]3)[C:5]2=[N:6][CH:7]=1. Given the reactants [Br:1][C:2]1[CH:3]=[C:4]2[CH2:12][CH2:11][C:10]3[CH:13]=[C:14]([Cl:17])[CH:15]=[CH:16][C:9]=3[C@H:8]([N:18]3[CH2:23][CH2:22][N:21]([C:24]([O:26][C:27]([CH3:30])([CH3:29])[CH3:28])=[O:25])[C@@H:20]([C:31](O)=[O:32])[CH2:19]3)[C:5]2=[N:6][CH:7]=1.[Na].[N:35]1([CH2:40][CH2:41][CH:42]2[CH2:47][CH2:46][CH2:45][CH2:44][NH:43]2)[CH:39]=[CH:38][N:37]=[CH:36]1.ON1C2C=CC=CC=2N=N1.CN1CCOCC1, predict the reaction product. (3) Given the reactants N(OCCC(C)C)=O.[F:9][C:10]1[CH:11]=[C:12]([F:20])[C:13]2[S:17][C:16](N)=[N:15][C:14]=2[CH:19]=1.[ClH:21], predict the reaction product. The product is: [Cl:21][C:16]1[S:17][C:13]2[C:12]([F:20])=[CH:11][C:10]([F:9])=[CH:19][C:14]=2[N:15]=1. (4) Given the reactants [CH:1](NC(C)C)(C)C.[Li]CCCC.[Li+].CC([N-]C(C)C)C.[CH2:21]1[C:24]2([O:28][CH2:27][CH2:26][O:25]2)[CH2:23][CH:22]1[C:29]([O:31][CH2:32][CH3:33])=[O:30].CI, predict the reaction product. The product is: [CH3:1][C:22]1([C:29]([O:31][CH2:32][CH3:33])=[O:30])[CH2:23][C:24]2([O:25][CH2:26][CH2:27][O:28]2)[CH2:21]1. (5) The product is: [CH3:7][C:8]1[CH:9]=[CH:10][C:11]([CH2:12][N:13]2[CH:17]=[C:16]([CH2:18][OH:19])[CH:15]=[N:14]2)=[CH:23][CH:24]=1. Given the reactants [H-].[Al+3].[Li+].[H-].[H-].[H-].[CH3:7][C:8]1[CH:24]=[CH:23][C:11]([CH2:12][N:13]2[CH:17]=[C:16]([C:18](OCC)=[O:19])[CH:15]=[N:14]2)=[CH:10][CH:9]=1, predict the reaction product. (6) Given the reactants [Cl:1]C1C=CC=CC=1N[C:9](=[O:29])[CH2:10][N:11]1[CH2:16][C@H:15]([CH3:17])[N:14]([C:18]2[N:26]=[CH:25][N:24]=[C:23]3[C:19]=2[N:20]=[CH:21][N:22]3[CH3:27])[C@H:13]([CH3:28])[CH2:12]1.Cl.C([O:33]CC)C, predict the reaction product. The product is: [ClH:1].[CH3:17][C@H:15]1[N:14]([C:18]2[N:26]=[CH:25][N:24]=[C:23]3[C:19]=2[N:20]=[CH:21][N:22]3[CH3:27])[C@@H:13]([CH3:28])[CH2:12][N:11]([CH2:10][C:9]([OH:29])=[O:33])[CH2:16]1. (7) The product is: [C:16]([C:15]1[CH:18]=[CH:19][C:12]([CH2:11][O:10][C:5]2[C:4]([CH3:20])=[C:3]([CH2:1][NH:21][C:22]3[CH:29]=[CH:28][C:25]([C:26]#[N:27])=[CH:24][CH:23]=3)[CH:8]=[N:7][C:6]=2[CH3:9])=[CH:13][CH:14]=1)#[N:17]. Given the reactants [CH:1]([C:3]1[C:4]([CH3:20])=[C:5]([O:10][CH2:11][C:12]2[CH:19]=[CH:18][C:15]([C:16]#[N:17])=[CH:14][CH:13]=2)[C:6]([CH3:9])=[N:7][CH:8]=1)=O.[NH2:21][C:22]1[CH:29]=[CH:28][C:25]([C:26]#[N:27])=[CH:24][CH:23]=1, predict the reaction product.